Dataset: Full USPTO retrosynthesis dataset with 1.9M reactions from patents (1976-2016). Task: Predict the reactants needed to synthesize the given product. (1) Given the product [C:1]([NH:4][NH:5][C:6]([C:8]1[C:9]([NH2:16])=[N:10][CH:11]=[N:12][C:13]=1[Cl:14])=[O:7])(=[O:3])[CH3:2], predict the reactants needed to synthesize it. The reactants are: [C:1]([NH:4][NH:5][C:6]([C:8]1[C:9](Cl)=[N:10][CH:11]=[N:12][C:13]=1[Cl:14])=[O:7])(=[O:3])[CH3:2].[NH3:16]. (2) Given the product [CH:24]1([C:21]2[CH:22]=[N:23][C:11]([NH:10][C:5]3[CH:6]=[CH:7][CH:8]=[C:9]4[C:4]=3[CH:3]=[CH:2][N:1]4[CH2:34][CH:35]3[CH2:39][CH2:38][O:37][CH2:36]3)=[C:12]([CH:20]=2)[C:13]([O:15][C:16]([CH3:18])([CH3:19])[CH3:17])=[O:14])[CH2:26][CH2:25]1, predict the reactants needed to synthesize it. The reactants are: [NH:1]1[C:9]2[C:4](=[C:5]([NH:10][C:11]3[N:23]=[CH:22][C:21]([CH:24]4[CH2:26][CH2:25]4)=[CH:20][C:12]=3[C:13]([O:15][C:16]([CH3:19])([CH3:18])[CH3:17])=[O:14])[CH:6]=[CH:7][CH:8]=2)[CH:3]=[CH:2]1.CC(C)([O-])C.[K+].Br[CH2:34][CH:35]1[CH2:39][CH2:38][O:37][CH2:36]1.O.